The task is: Predict which catalyst facilitates the given reaction.. This data is from Catalyst prediction with 721,799 reactions and 888 catalyst types from USPTO. (1) Reactant: C1C=CC(C(NC2C3NC=NC=3N=CN=2)=[O:8])=CC=1.C(N[C:23]1[CH:44]=[CH:43][N:26]([C@@H:27]2[O:42][C@H:36]([CH2:37][O:38]C(=O)C)[C@@H:31]([O:32]C(=O)C)[C@H:28]2[O:29]C)[C:25](=[O:45])[N:24]=1)(=O)C.[Si](OS(C(F)(F)F)(=O)=O)(C)(C)C. Product: [C@@H:27]1([N:26]2[CH:43]=[CH:44][C:23](=[O:8])[NH:24][C:25]2=[O:45])[O:42][C@H:36]([CH2:37][OH:38])[C@@H:31]([OH:32])[C@H:28]1[OH:29]. The catalyst class is: 245. (2) Reactant: Cl.[CH2:2]1[C:7]2([CH2:12][CH2:11][N:10]([C:13]([O:15][C:16]([CH3:19])([CH3:18])[CH3:17])=[O:14])[CH2:9][CH2:8]2)[CH2:6][NH:5][CH2:4][CH2:3]1.ClCCl.C(N(CC)CC)C.Cl[C:31]([O:33][CH2:34][C:35]1[CH:40]=[CH:39][CH:38]=[CH:37][CH:36]=1)=[O:32]. Product: [CH2:2]1[C:7]2([CH2:8][CH2:9][N:10]([C:13]([O:15][C:16]([CH3:19])([CH3:18])[CH3:17])=[O:14])[CH2:11][CH2:12]2)[CH2:6][N:5]([C:31]([O:33][CH2:34][C:35]2[CH:40]=[CH:39][CH:38]=[CH:37][CH:36]=2)=[O:32])[CH2:4][CH2:3]1. The catalyst class is: 6. (3) Product: [Cl:1][C:2]1[CH:3]=[C:4]2[C:12](=[CH:13][CH:14]=1)[NH:11][C:10]1[CH2:9][CH2:8][CH:7]([C:15]([NH2:20])=[O:17])[CH2:6][C:5]2=1. Reactant: [Cl:1][C:2]1[CH:3]=[C:4]2[C:12](=[CH:13][CH:14]=1)[NH:11][C:10]1[CH2:9][CH2:8][CH:7]([C:15]([OH:17])=O)[CH2:6][C:5]2=1.C1N=C[N:20](C(N2C=NC=C2)=O)C=1. The catalyst class is: 1. (4) Reactant: [C:1]([C:3]1[CH:11]=[CH:10][C:6]2[N:7]=[CH:8][S:9][C:5]=2[CH:4]=1)#[N:2].[H-].[Al+3].[Li+].[H-].[H-].[H-]. Product: [NH2:2][CH2:1][C:3]1[CH:11]=[CH:10][C:6]2[N:7]=[CH:8][S:9][C:5]=2[CH:4]=1. The catalyst class is: 28. (5) Reactant: [CH2:1]([NH:8][C:9]1[C:14]([N+:15]([O-])=O)=[CH:13][N:12]=[C:11]([Cl:18])[CH:10]=1)[C:2]1[CH:7]=[CH:6][CH:5]=[CH:4][CH:3]=1.[Cl-].[NH4+].C(O)C. Product: [CH2:1]([NH:8][C:9]1[CH:10]=[C:11]([Cl:18])[N:12]=[CH:13][C:14]=1[NH2:15])[C:2]1[CH:3]=[CH:4][CH:5]=[CH:6][CH:7]=1. The catalyst class is: 150. (6) Reactant: [CH:1]1([S:6][CH:7]([C:11]2[CH:16]=[CH:15][C:14]([Cl:17])=[C:13]([Cl:18])[CH:12]=2)[C:8]([OH:10])=O)[CH2:5][CH2:4][CH2:3][CH2:2]1.[NH2:19][C:20]1[N:25]=[CH:24][CH:23]=[CH:22][N:21]=1. Product: [CH:1]1([S:6][CH:7]([C:11]2[CH:16]=[CH:15][C:14]([Cl:17])=[C:13]([Cl:18])[CH:12]=2)[C:8]([NH:19][C:20]2[N:25]=[CH:24][CH:23]=[CH:22][N:21]=2)=[O:10])[CH2:2][CH2:3][CH2:4][CH2:5]1. The catalyst class is: 1.